From a dataset of Full USPTO retrosynthesis dataset with 1.9M reactions from patents (1976-2016). Predict the reactants needed to synthesize the given product. (1) Given the product [CH2:6]([C:8]([CH2:18][OH:19])([CH2:12][CH2:13][CH2:14][CH3:15])[C:9]([OH:11])=[O:10])[CH3:7], predict the reactants needed to synthesize it. The reactants are: C([Li])CCC.[CH2:6]([CH:8]([CH2:12][CH2:13][CH2:14][CH3:15])[C:9]([OH:11])=[O:10])[CH3:7].[H-].[Na+].[CH2:18]=[O:19].[Cl-].[NH4+].Cl. (2) Given the product [NH2:12][C:13]1([CH2:18][NH:19][C:20](=[O:29])[C:21]2[CH:26]=[CH:25][C:24]([F:27])=[CH:23][C:22]=2[F:28])[CH2:17][CH2:16][N:15]([C:7]2[C:2]([Br:1])=[C:3]([NH2:9])[N:4]=[CH:5][N:6]=2)[CH2:14]1, predict the reactants needed to synthesize it. The reactants are: [Br:1][C:2]1[C:3]([NH2:9])=[N:4][CH:5]=[N:6][C:7]=1Cl.Cl.Cl.[NH2:12][C:13]1([CH2:18][NH:19][C:20](=[O:29])[C:21]2[CH:26]=[CH:25][C:24]([F:27])=[CH:23][C:22]=2[F:28])[CH2:17][CH2:16][NH:15][CH2:14]1.C(=O)([O-])[O-].[K+].[K+]. (3) Given the product [C:13]1([CH3:18])[CH:14]=[CH:15][CH:16]=[CH:17][C:12]=1[C:9]1[CH:8]=[C:7]2[C:6](=[CH:11][CH:10]=1)[C:5]([OH:21])=[N:4][N:25]=[CH:19]2, predict the reactants needed to synthesize it. The reactants are: C([N:4](C(C)C)[C:5](=[O:21])[C:6]1[CH:11]=[CH:10][C:9]([C:12]2[CH:17]=[CH:16][CH:15]=[CH:14][C:13]=2[CH3:18])=[CH:8][C:7]=1[CH:19]=O)(C)C.[NH2:25]N. (4) Given the product [Cl:30][C:22]1[N:21]=[C:20]2[C:25]([C:26](=[O:28])[CH:27]=[C:18]([N:11]([C:12]3[CH:13]=[CH:14][CH:15]=[CH:16][CH:17]=3)[C:9]([NH:8][C:5]3[CH:6]=[CH:7][C:2]([F:1])=[CH:3][CH:4]=3)=[O:10])[N:19]2[C:31]2[CH:32]=[CH:33][CH:34]=[CH:35][CH:36]=2)=[C:24]([CH3:29])[CH:23]=1, predict the reactants needed to synthesize it. The reactants are: [F:1][C:2]1[CH:7]=[CH:6][C:5]([N:8]=[C:9]=[O:10])=[CH:4][CH:3]=1.[NH:11]([C:18]1[N:19]([C:31]2[CH:36]=[CH:35][CH:34]=[CH:33][CH:32]=2)[C:20]2[C:25]([C:26](=[O:28])[CH:27]=1)=[C:24]([CH3:29])[CH:23]=[C:22]([Cl:30])[N:21]=2)[C:12]1[CH:17]=[CH:16][CH:15]=[CH:14][CH:13]=1. (5) Given the product [C:1]([Si:5]([CH3:19])([CH3:18])[N:6]1[C:10]2=[N:11][CH:12]=[C:13]([S:15][CH2:16][CH3:17])[CH:14]=[C:9]2[CH:8]=[CH:7]1)([CH3:3])([CH3:4])[CH3:2], predict the reactants needed to synthesize it. The reactants are: [C:1]([Si:5]([CH3:19])([CH3:18])[N:6]1[C:10]2=[N:11][CH:12]=[C:13]([S:15][CH2:16][CH3:17])[CH:14]=[C:9]2[CH2:8][CH2:7]1)([CH3:4])([CH3:3])[CH3:2].ClC1C(=O)C(C#N)=C(C#N)C(=O)C=1Cl. (6) Given the product [C:31]([C:27]1[CH:28]=[C:29]2[C:24](=[CH:25][CH:26]=1)[CH2:23][CH:22]([CH2:20][NH:10][CH2:9][CH2:8][NH:7][C:6](=[O:11])[O:5][C:1]([CH3:4])([CH3:2])[CH3:3])[CH2:30]2)#[N:32], predict the reactants needed to synthesize it. The reactants are: [C:1]([O:5][C:6](=[O:11])[NH:7][CH2:8][CH2:9][NH2:10])([CH3:4])([CH3:3])[CH3:2].[BH3-]C#N.[Na+].CC(O)=O.[CH:20]([CH:22]1[CH2:30][C:29]2[C:24](=[CH:25][CH:26]=[C:27]([C:31]#[N:32])[CH:28]=2)[CH2:23]1)=O.C([O-])([O-])=O.[Na+].[Na+].